From a dataset of Choline transporter screen with 302,306 compounds. Binary Classification. Given a drug SMILES string, predict its activity (active/inactive) in a high-throughput screening assay against a specified biological target. The compound is S(=O)(=O)(NCc1sccc1)c1c(=O)n(c(=O)n(c1)C)C. The result is 0 (inactive).